Dataset: Catalyst prediction with 721,799 reactions and 888 catalyst types from USPTO. Task: Predict which catalyst facilitates the given reaction. (1) Reactant: FC(F)(F)[C:3]([OH:5])=[O:4].C(OC([NH:15][C@@H:16]([CH2:51][CH2:52][CH2:53][CH2:54][NH:55]C(OC(C)(C)C)=O)[C:17]([O:19][CH2:20][C:21]1[CH:26]=[C:25]([F:27])[C:24]([F:28])=[CH:23][C:22]=1[C:29]1[CH:30]=[C:31]2[C:36](=[CH:37][CH:38]=1)[N:35]=[C:34]([NH2:39])[N:33]=[C:32]2[C:40]([N:42]1[CH2:50][C:49]2[C:44](=[CH:45][CH:46]=[CH:47][CH:48]=2)[CH2:43]1)=[O:41])=[O:18])=O)(C)(C)C.CCCCCCC. Product: [CH:3]([OH:5])=[O:4].[NH2:15][C@@H:16]([CH2:51][CH2:52][CH2:53][CH2:54][NH2:55])[C:17]([O:19][CH2:20][C:21]1[CH:26]=[C:25]([F:27])[C:24]([F:28])=[CH:23][C:22]=1[C:29]1[CH:30]=[C:31]2[C:36](=[CH:37][CH:38]=1)[N:35]=[C:34]([NH2:39])[N:33]=[C:32]2[C:40]([N:42]1[CH2:50][C:49]2[C:44](=[CH:45][CH:46]=[CH:47][CH:48]=2)[CH2:43]1)=[O:41])=[O:18]. The catalyst class is: 4. (2) Reactant: [Cl:1][C:2]1[C:7]([N+:8]([O-])=O)=[CH:6][CH:5]=[CH:4][C:3]=1[NH:11][S:12]([CH2:15][CH2:16][CH3:17])(=[O:14])=[O:13].[NH4+].[Cl-]. Product: [NH2:8][C:7]1[C:2]([Cl:1])=[C:3]([NH:11][S:12]([CH2:15][CH2:16][CH3:17])(=[O:14])=[O:13])[CH:4]=[CH:5][CH:6]=1. The catalyst class is: 88. (3) Reactant: [CH:1]([C:3]1[S:7][C:6]([C:8]([OH:10])=[O:9])=[CH:5][CH:4]=1)=[O:2].O.[BH4-].[Na+].Cl. Product: [OH:2][CH2:1][C:3]1[S:7][C:6]([C:8]([OH:10])=[O:9])=[CH:5][CH:4]=1. The catalyst class is: 7. (4) Reactant: [CH3:1][O:2][C:3](=[O:30])[C:4]1[CH:9]=[C:8]([C:10](=[O:26])[C:11]2[CH:16]=[CH:15][C:14]([N:17]([C:19]3[CH:24]=[CH:23][C:22]([Cl:25])=[CH:21][CH:20]=3)[CH3:18])=[CH:13][N:12]=2)[CH:7]=[CH:6][C:5]=1[N:27]=[N+:28]=[N-:29].[C:31]([C:33]1[CH:38]=[CH:37][CH:36]=[CH:35][CH:34]=1)#[CH:32]. Product: [CH3:1][O:2][C:3](=[O:30])[C:4]1[CH:9]=[C:8]([C:10](=[O:26])[C:11]2[CH:16]=[CH:15][C:14]([N:17]([C:19]3[CH:24]=[CH:23][C:22]([Cl:25])=[CH:21][CH:20]=3)[CH3:18])=[CH:13][N:12]=2)[CH:7]=[CH:6][C:5]=1[N:27]1[C:31]([C:33]2[CH:38]=[CH:37][CH:36]=[CH:35][CH:34]=2)=[CH:32][N:29]=[N:28]1. The catalyst class is: 3. (5) Reactant: [C:1]([C:3]1[CH:4]=[N:5][CH:6]=[CH:7][CH:8]=1)#[CH:2].[CH2:9]([O:16][C:17]1[CH:22]=[CH:21][C:20]([CH2:23][C:24](Cl)=[N:25][OH:26])=[CH:19][CH:18]=1)[C:10]1[CH:15]=[CH:14][CH:13]=[CH:12][CH:11]=1.C(N(CC)CC)C. Product: [CH2:9]([O:16][C:17]1[CH:22]=[CH:21][C:20]([CH2:23][C:24]2[CH:2]=[C:1]([C:3]3[CH:4]=[N:5][CH:6]=[CH:7][CH:8]=3)[O:26][N:25]=2)=[CH:19][CH:18]=1)[C:10]1[CH:11]=[CH:12][CH:13]=[CH:14][CH:15]=1. The catalyst class is: 7.